From a dataset of Catalyst prediction with 721,799 reactions and 888 catalyst types from USPTO. Predict which catalyst facilitates the given reaction. (1) Reactant: [C:1]([C:4]1[CH:9]=[CH:8][CH:7]=[C:6]([CH3:10])[N:5]=1)(=O)[CH3:2].C([O-])(=O)C.[Na+].Cl.[NH2:17][OH:18]. Product: [CH3:10][C:6]1[N:5]=[C:4](/[C:1](=[N:17]/[OH:18])/[CH3:2])[CH:9]=[CH:8][CH:7]=1. The catalyst class is: 125. (2) Reactant: [C:1]([C:5]1[CH:10]=[CH:9][C:8]([NH2:11])=[CH:7][C:6]=1[N+:12]([O-:14])=[O:13])([CH3:4])([CH3:3])[CH3:2].[CH3:15][C:16]([O:19][C:20](O[C:20]([O:19][C:16]([CH3:18])([CH3:17])[CH3:15])=[O:21])=[O:21])([CH3:18])[CH3:17]. Product: [C:16]([O:19][C:20](=[O:21])[NH:11][C:8]1[CH:9]=[CH:10][C:5]([C:1]([CH3:4])([CH3:2])[CH3:3])=[C:6]([N+:12]([O-:14])=[O:13])[CH:7]=1)([CH3:18])([CH3:17])[CH3:15]. The catalyst class is: 821.